Dataset: Merck oncology drug combination screen with 23,052 pairs across 39 cell lines. Task: Regression. Given two drug SMILES strings and cell line genomic features, predict the synergy score measuring deviation from expected non-interaction effect. (1) Drug 2: C=CCn1c(=O)c2cnc(Nc3ccc(N4CCN(C)CC4)cc3)nc2n1-c1cccc(C(C)(C)O)n1. Synergy scores: synergy=-0.106. Drug 1: Cn1nnc2c(C(N)=O)ncn2c1=O. Cell line: ES2. (2) Drug 1: COc1cc(C2c3cc4c(cc3C(OC3OC5COC(C)OC5C(O)C3O)C3COC(=O)C23)OCO4)cc(OC)c1O. Drug 2: O=C(CCCCCCC(=O)Nc1ccccc1)NO. Cell line: OCUBM. Synergy scores: synergy=-5.11.